From a dataset of Full USPTO retrosynthesis dataset with 1.9M reactions from patents (1976-2016). Predict the reactants needed to synthesize the given product. (1) Given the product [Cl:20][C:11]1[CH:12]=[CH:13][C:14]2[O:15][CH2:16][CH:17]([CH2:19][OH:18])[O:8][C:9]=2[C:10]=1[C:21]1[CH:26]=[CH:25][CH:24]=[CH:23][C:22]=1[Cl:27], predict the reactants needed to synthesize it. The reactants are: C([O:8][C:9]1[C:14]([O:15][CH2:16][C@H:17]2[CH2:19][O:18]2)=[CH:13][CH:12]=[C:11]([Cl:20])[C:10]=1[C:21]1[CH:26]=[CH:25][CH:24]=[CH:23][C:22]=1[Cl:27])C1C=CC=CC=1.C1CC=CCC=1. (2) Given the product [CH2:16]([N:12]1[CH2:13][C@@H:9]([C@H:7]2[CH2:6][O:5][C:4]([CH3:15])([CH3:3])[O:8]2)[CH2:10][C:11]1=[O:14])[C:17]1[CH:22]=[CH:21][CH:20]=[CH:19][CH:18]=1, predict the reactants needed to synthesize it. The reactants are: [H-].[Na+].[CH3:3][C:4]1([CH3:15])[O:8][C@@H:7]([C@@H:9]2[CH2:13][NH:12][C:11](=[O:14])[CH2:10]2)[CH2:6][O:5]1.[CH2:16](Br)[C:17]1[CH:22]=[CH:21][CH:20]=[CH:19][CH:18]=1. (3) Given the product [CH:46]1([CH2:41][N:14]2[CH2:15][CH:9]([N:8]([CH2:1][C:2]3[CH:3]=[CH:4][CH:5]=[CH:6][CH:7]=3)[CH2:17][C:18]3[CH:23]=[CH:22][CH:21]=[CH:20][CH:19]=3)[CH2:10][CH2:11][CH2:12][C:13]2=[O:16])[CH2:44][CH2:45]1, predict the reactants needed to synthesize it. The reactants are: [CH2:1]([N:8]([CH2:17][C:18]1[CH:23]=[CH:22][CH:21]=[CH:20][CH:19]=1)[CH:9]1[CH2:15][NH:14][C:13](=[O:16])[CH2:12][CH2:11][CH2:10]1)[C:2]1[CH:7]=[CH:6][CH:5]=[CH:4][CH:3]=1.C(N(C[C:41]1[CH:46]=[CH:45][CH:44]=CC=1)C1CCCNC(=O)C1)[C:45]1[CH:44]=CC=[CH:41][CH:46]=1.[H-].[Na+].BrCC1CC1.